This data is from Reaction yield outcomes from USPTO patents with 853,638 reactions. The task is: Predict the reaction yield, written as a fraction of the theoretical maximum amount of product (1.0 means a 100% yield; for example, 0.34 means a 34% yield). (1) The reactants are [N:1]1[CH:6]=[CH:5][CH:4]=[N:3][C:2]=1[C:7]1[CH:14]=[CH:13][C:10]([CH:11]=O)=[CH:9][CH:8]=1.[Br-].[O:16]1CCO[CH:17]1[CH2:21][P+](C1C=CC=CC=1)(C1C=CC=CC=1)C1C=CC=CC=1.COCCOCCN(CCOCCOC)CCOCCOC. The catalyst is ClCCl.C([O-])([O-])=O.[K+].[K+]. The product is [N:1]1[CH:6]=[CH:5][CH:4]=[N:3][C:2]=1[C:7]1[CH:14]=[CH:13][C:10]([CH:11]=[CH:21][CH:17]=[O:16])=[CH:9][CH:8]=1. The yield is 0.570. (2) The reactants are OC(C(F)(F)F)=O.[CH3:8][C:9]([CH3:36])([CH3:35])[C:10]#[C:11][C:12]1[S:16][C:15]([C:17]([OH:19])=[O:18])=[C:14]([N:20]([C@@H:30]([CH3:34])[CH2:31][CH2:32][OH:33])[C:21]([C@H:23]2[CH2:28][CH2:27][C@H:26]([CH3:29])[CH2:25][CH2:24]2)=[O:22])[CH:13]=1.Cl[C:38]1[CH:39]=[N:40][CH:41]=[N:42][CH:43]=1.C(O[K])(C)(C)C. The catalyst is CS(C)=O. The product is [CH3:36][C:9]([CH3:35])([CH3:8])[C:10]#[C:11][C:12]1[S:16][C:15]([C:17]([OH:19])=[O:18])=[C:14]([N:20]([C:21]([C@H:23]2[CH2:28][CH2:27][C@H:26]([CH3:29])[CH2:25][CH2:24]2)=[O:22])[C@@H:30]([CH3:34])[CH2:31][CH2:32][O:33][C:38]2[CH:39]=[N:40][CH:41]=[N:42][CH:43]=2)[CH:13]=1. The yield is 0.0270.